This data is from Reaction yield outcomes from USPTO patents with 853,638 reactions. The task is: Predict the reaction yield, written as a fraction of the theoretical maximum amount of product (1.0 means a 100% yield; for example, 0.34 means a 34% yield). (1) The reactants are [Br:1][C:2]1[C:3]([NH2:9])=[N:4][CH:5]=[C:6]([Cl:8])[CH:7]=1.[Cl:10][C:11]1[CH:12]=[C:13]([CH:16]=[CH:17][CH:18]=1)[CH:14]=O.O.C1(C)C=CC(S(O)(=O)=O)=CC=1.[N+:31]([C:33]([CH3:36])([CH3:35])[CH3:34])#[C-:32]. The catalyst is CO. The product is [Br:1][C:2]1[C:3]2[N:4]([C:32]([NH:31][C:33]([CH3:36])([CH3:35])[CH3:34])=[C:14]([C:13]3[CH:16]=[CH:17][CH:18]=[C:11]([Cl:10])[CH:12]=3)[N:9]=2)[CH:5]=[C:6]([Cl:8])[CH:7]=1. The yield is 0.121. (2) The product is [CH3:1][O:2][C:3]1[CH:8]=[CH:7][C:6]([C:9]2[CH:10]=[C:11]([CH:18]=[O:22])[C:12]3[O:16][CH:15]=[CH:14][C:13]=3[CH:17]=2)=[CH:5][CH:4]=1. The reactants are [CH3:1][O:2][C:3]1[CH:8]=[CH:7][C:6]([C:9]2[CH:10]=[C:11]([CH3:18])[C:12]3[O:16][CH:15]=[CH:14][C:13]=3[CH:17]=2)=[CH:5][CH:4]=1.C1C(=O)N(Br)C(=[O:22])C1.OP([O-])([O-])=O.[K+].[K+]. The yield is 0.500. The catalyst is C(Cl)(Cl)(Cl)Cl.CC(N=NC(C#N)(C)C)(C#N)C. (3) The reactants are [CH3:1][O:2][C:3]1[N:8]=[CH:7][C:6]([NH:9][C:10]2[N:15]=[C:14]([C:16]#[C:17][C:18]3[CH:23]=[CH:22][CH:21]=[CH:20][C:19]=3[C:24]3([C:27]([NH2:29])=[O:28])[CH2:26][CH2:25]3)[C:13]([C:30]([F:33])([F:32])[F:31])=[CH:12][N:11]=2)=[CH:5][CH:4]=1.CO. The catalyst is CCOC(C)=O.[Pd]. The product is [CH3:1][O:2][C:3]1[N:8]=[CH:7][C:6]([NH:9][C:10]2[N:15]=[C:14]([CH2:16][CH2:17][C:18]3[CH:23]=[CH:22][CH:21]=[CH:20][C:19]=3[C:24]3([C:27]([NH2:29])=[O:28])[CH2:26][CH2:25]3)[C:13]([C:30]([F:32])([F:33])[F:31])=[CH:12][N:11]=2)=[CH:5][CH:4]=1. The yield is 0.560. (4) The reactants are [CH2:1]([O:3][C:4]([C:6]1[NH:7][C:8]([CH3:31])=[C:9]([C:12]2[CH:17]=[CH:16][C:15]([C:18](=[O:30])[NH:19][C:20]3[CH:25]=[CH:24][C:23]([C:26]([F:29])([F:28])[F:27])=[CH:22][CH:21]=3)=[CH:14][CH:13]=2)[C:10]=1[CH3:11])=[O:5])[CH3:2].[H-].[Na+].I[CH3:35]. The catalyst is C1COCC1. The product is [CH2:1]([O:3][C:4]([C:6]1[N:7]([CH3:35])[C:8]([CH3:31])=[C:9]([C:12]2[CH:13]=[CH:14][C:15]([C:18](=[O:30])[NH:19][C:20]3[CH:21]=[CH:22][C:23]([C:26]([F:28])([F:27])[F:29])=[CH:24][CH:25]=3)=[CH:16][CH:17]=2)[C:10]=1[CH3:11])=[O:5])[CH3:2]. The yield is 0.310. (5) The catalyst is CN(C1C=CN=CC=1)C.ClCCl. The yield is 0.740. The product is [CH3:22][O:23][C:24]1[CH:29]=[CH:28][CH:27]=[CH:26][C:25]=1[S:30]([NH:2][CH2:3][C:4]1[CH:5]=[CH:6][C:7]([B:10]([OH:12])[OH:11])=[CH:8][CH:9]=1)(=[O:32])=[O:31]. The reactants are Cl.[NH2:2][CH2:3][C:4]1[CH:9]=[CH:8][C:7]([B:10]([OH:12])[OH:11])=[CH:6][CH:5]=1.CCN(C(C)C)C(C)C.[CH3:22][O:23][C:24]1[CH:29]=[CH:28][CH:27]=[CH:26][C:25]=1[S:30](Cl)(=[O:32])=[O:31].